This data is from Catalyst prediction with 721,799 reactions and 888 catalyst types from USPTO. The task is: Predict which catalyst facilitates the given reaction. Reactant: C(O[C:6](=O)[NH:7][C:8]1[CH:13]=[CH:12][N:11]=[CH:10][C:9]=1[CH3:14])(C)(C)C.C([Li])(C)(C)C.[C:22]([O:24][CH2:25][CH3:26])(=[O:23])[C:22]([O:24][CH2:25][CH3:26])=[O:23].Cl. Product: [CH2:25]([O:24][C:22]([C:6]1[NH:7][C:8]2[CH:13]=[CH:12][N:11]=[CH:10][C:9]=2[CH:14]=1)=[O:23])[CH3:26]. The catalyst class is: 1.